Dataset: Catalyst prediction with 721,799 reactions and 888 catalyst types from USPTO. Task: Predict which catalyst facilitates the given reaction. (1) Reactant: [NH2:1][C:2]1[O:6][N:5]=[C:4]([C:7]2[CH:12]=[CH:11][CH:10]=[C:9]([O:13][C:14]([F:17])([F:16])[F:15])[CH:8]=2)[C:3]=1[C:18]([OH:20])=O.Cl.C(N=C=NCCCN(C)C)C.[CH3:33][O:34][C:35]1[CH:40]=[CH:39][CH:38]=[CH:37][C:36]=1[N:41]1[CH2:46][CH2:45][NH:44][CH2:43][CH2:42]1. Product: [NH2:1][C:2]1[O:6][N:5]=[C:4]([C:7]2[CH:12]=[CH:11][CH:10]=[C:9]([O:13][C:14]([F:15])([F:16])[F:17])[CH:8]=2)[C:3]=1[C:18]([N:44]1[CH2:43][CH2:42][N:41]([C:36]2[CH:37]=[CH:38][CH:39]=[CH:40][C:35]=2[O:34][CH3:33])[CH2:46][CH2:45]1)=[O:20]. The catalyst class is: 4. (2) Reactant: C(OC(=O)[NH:7][C:8]1[CH:13]=[C:12]([N:14]([CH2:16][CH:17]([CH3:19])[CH3:18])[CH3:15])[C:11]([CH3:20])=[CH:10][C:9]=1[NH:21][C:22](=[O:45])[CH2:23][C:24](=O)[C:25]1[CH:30]=[CH:29][CH:28]=[C:27]([N:31]2[C:35]([CH2:36][O:37]C3CCCCO3)=[CH:34][N:33]=[N:32]2)[CH:26]=1)(C)(C)C.C(O)(C(F)(F)F)=O. Product: [OH:37][CH2:36][C:35]1[N:31]([C:27]2[CH:26]=[C:25]([C:24]3[CH2:23][C:22](=[O:45])[NH:21][C:9]4[CH:10]=[C:11]([CH3:20])[C:12]([N:14]([CH2:16][CH:17]([CH3:19])[CH3:18])[CH3:15])=[CH:13][C:8]=4[N:7]=3)[CH:30]=[CH:29][CH:28]=2)[N:32]=[N:33][CH:34]=1. The catalyst class is: 2.